From a dataset of Retrosynthesis with 50K atom-mapped reactions and 10 reaction types from USPTO. Predict the reactants needed to synthesize the given product. (1) Given the product CC/C(=C\c1ccc(C(=O)OC(C)(C)C)s1)C(=O)O, predict the reactants needed to synthesize it. The reactants are: CC/C(=C\c1ccc(C(=O)OC(C)(C)C)s1)C(=O)OC. (2) Given the product O=C(Nc1c(C(O)(C(F)(F)F)C(F)(F)F)ccc2ccccc12)c1cccs1, predict the reactants needed to synthesize it. The reactants are: Nc1c(C(O)(C(F)(F)F)C(F)(F)F)ccc2ccccc12.O=C(Cl)c1cccs1. (3) Given the product OCC(F)(F)c1ccccn1, predict the reactants needed to synthesize it. The reactants are: CCOC(=O)C(F)(F)c1ccccn1. (4) Given the product CC[C@@H]1C(=O)N(C)c2cnc(Nc3ccc(C(=O)NC[C@@H](O)CN4CCN(C)CC4)c4c3OCC4)nc2N1C1CCCC1, predict the reactants needed to synthesize it. The reactants are: CC[C@@H]1C(=O)N(C)c2cnc(Nc3ccc(C(=O)O)c4c3OCC4)nc2N1C1CCCC1.CN1CCN(C[C@H](O)CN)CC1. (5) Given the product FC1(F)CC1C1CCN2CCNCc3cccc1c32, predict the reactants needed to synthesize it. The reactants are: C=O.NCCN1CCC(C2CC2(F)F)c2ccccc21.